This data is from Catalyst prediction with 721,799 reactions and 888 catalyst types from USPTO. The task is: Predict which catalyst facilitates the given reaction. (1) The catalyst class is: 27. Product: [ClH:43].[NH:33]1[CH2:32][CH:31]=[C:30]([C:21]2[CH:22]=[C:23]([C:26]([F:28])([F:29])[F:27])[CH:24]=[CH:25][C:20]=2[C:16]2[CH:15]=[CH:14][CH:13]=[C:12]3[C:17]=2[CH2:18][CH2:19][N:10]([S:7]([NH:6][C:5]2[S:1][N:2]=[CH:3][N:4]=2)(=[O:8])=[O:9])[CH2:11]3)[CH2:35][CH2:34]1. Reactant: [S:1]1[C:5]([NH:6][S:7]([N:10]2[CH2:19][CH2:18][C:17]3[C:12](=[CH:13][CH:14]=[CH:15][C:16]=3[C:20]3[CH:25]=[CH:24][C:23]([C:26]([F:29])([F:28])[F:27])=[CH:22][C:21]=3[C:30]3[CH2:35][CH2:34][N:33](C(OC(C)(C)C)=O)[CH2:32][CH:31]=3)[CH2:11]2)(=[O:9])=[O:8])=[N:4][CH:3]=[N:2]1.[ClH:43].O1CCOCC1. (2) Reactant: [Li+].[OH-].[C:3]([O:7][C:8]([N:10]1[CH2:14][CH:13]([CH2:15][C:16]([O:18]C)=[O:17])[CH2:12][C@@H:11]1[C@H:20]1[O:24][C:23]([CH3:26])([CH3:25])[N:22]([C:27](=[O:29])[CH3:28])[C@H:21]1[CH2:30][C:31]1[CH:36]=[C:35]([F:37])[CH:34]=[C:33]([F:38])[CH:32]=1)=[O:9])([CH3:6])([CH3:5])[CH3:4]. Product: [C:3]([O:7][C:8]([N:10]1[CH2:14][CH:13]([CH2:15][C:16]([OH:18])=[O:17])[CH2:12][C@@H:11]1[C@H:20]1[O:24][C:23]([CH3:26])([CH3:25])[N:22]([C:27](=[O:29])[CH3:28])[C@H:21]1[CH2:30][C:31]1[CH:32]=[C:33]([F:38])[CH:34]=[C:35]([F:37])[CH:36]=1)=[O:9])([CH3:4])([CH3:5])[CH3:6]. The catalyst class is: 1. (3) Reactant: [OH:1][CH2:2][C:3]1[CH:10]=[CH:9][C:6]([C:7]#[N:8])=[CH:5][CH:4]=1.Cl.[NH2:12][OH:13].C([O-])(O)=O.[Na+]. Product: [OH:13][NH:12][C:7](=[NH:8])[C:6]1[CH:9]=[CH:10][C:3]([CH2:2][OH:1])=[CH:4][CH:5]=1. The catalyst class is: 5. (4) Reactant: [C:1]1([C@H:7]2[C@@H:11]([C:12]3[CH:17]=[CH:16][CH:15]=[CH:14][CH:13]=3)[NH:10][C:9](=[S:18])[NH:8]2)[CH:6]=[CH:5][CH:4]=[CH:3][CH:2]=1.[CH3:19][O:20][C:21]1[CH:28]=[CH:27][C:24]([CH2:25][Cl:26])=[CH:23][CH:22]=1. Product: [ClH:26].[CH3:19][O:20][C:21]1[CH:28]=[CH:27][C:24]([CH2:25][S:18][C:9]2[NH:8][C@H:7]([C:1]3[CH:2]=[CH:3][CH:4]=[CH:5][CH:6]=3)[C@H:11]([C:12]3[CH:13]=[CH:14][CH:15]=[CH:16][CH:17]=3)[N:10]=2)=[CH:23][CH:22]=1. The catalyst class is: 14. (5) Reactant: [CH:1]([C:3]1([CH2:9][C:10]([OH:12])=[O:11])[CH2:8][CH2:7][CH2:6][CH2:5][CH2:4]1)=O.Cl.[NH2:14][OH:15].C(=O)([O-])[O-].[Na+].[Na+]. Product: [OH:15][N:14]=[CH:1][C:3]1([CH2:9][C:10]([OH:12])=[O:11])[CH2:8][CH2:7][CH2:6][CH2:5][CH2:4]1. The catalyst class is: 6. (6) Reactant: [NH2:1][C:2]1[C:3]([F:13])=[C:4]([C:8]([F:12])=[C:9]([F:11])[CH:10]=1)[C:5](O)=[O:6].B. Product: [NH2:1][C:2]1[C:3]([F:13])=[C:4]([CH2:5][OH:6])[C:8]([F:12])=[C:9]([F:11])[CH:10]=1. The catalyst class is: 1. (7) Reactant: B(Br)(Br)Br.[Cl:5][C:6]1[CH:7]=[CH:8][C:9]([O:31]CC2C=CC=CC=2)=[C:10]([C:12]2[CH:17]=[CH:16][C:15]([S:18]([N:21]3[CH2:26][CH2:25][O:24][CH2:23][CH2:22]3)(=[O:20])=[O:19])=[C:14]([C:27]([F:30])([F:29])[F:28])[CH:13]=2)[CH:11]=1. Product: [Cl:5][C:6]1[CH:7]=[CH:8][C:9]([OH:31])=[C:10]([C:12]2[CH:17]=[CH:16][C:15]([S:18]([N:21]3[CH2:26][CH2:25][O:24][CH2:23][CH2:22]3)(=[O:20])=[O:19])=[C:14]([C:27]([F:28])([F:29])[F:30])[CH:13]=2)[CH:11]=1. The catalyst class is: 2. (8) Reactant: [NH2:1][C:2]1[CH:3]=[C:4]([CH:7]=[C:8]([N:11]2[CH2:20][CH2:19][C@@H:18]3[C@H:13]([O:14][CH2:15][CH2:16][NH:17]3)[CH2:12]2)[C:9]=1[Cl:10])[C:5]#[N:6].[C:21](O[C:21]([O:23][C:24]([CH3:27])([CH3:26])[CH3:25])=[O:22])([O:23][C:24]([CH3:27])([CH3:26])[CH3:25])=[O:22]. Product: [NH2:1][C:2]1[C:9]([Cl:10])=[C:8]([N:11]2[CH2:20][CH2:19][C@@H:18]3[C@H:13]([O:14][CH2:15][CH2:16][N:17]3[C:21]([O:23][C:24]([CH3:27])([CH3:26])[CH3:25])=[O:22])[CH2:12]2)[CH:7]=[C:4]([C:5]#[N:6])[CH:3]=1. The catalyst class is: 2.